Dataset: Peptide-MHC class I binding affinity with 185,985 pairs from IEDB/IMGT. Task: Regression. Given a peptide amino acid sequence and an MHC pseudo amino acid sequence, predict their binding affinity value. This is MHC class I binding data. (1) The peptide sequence is STLNFNNLH. The MHC is HLA-A31:01 with pseudo-sequence HLA-A31:01. The binding affinity (normalized) is 0.226. (2) The peptide sequence is IYMLVGKYS. The MHC is HLA-A11:01 with pseudo-sequence HLA-A11:01. The binding affinity (normalized) is 0.105. (3) The peptide sequence is VTDGGEVGE. The MHC is HLA-B58:01 with pseudo-sequence HLA-B58:01. The binding affinity (normalized) is 0.0847. (4) The peptide sequence is RLPGPSDTPIL. The MHC is HLA-A30:02 with pseudo-sequence HLA-A30:02. The binding affinity (normalized) is 0.170. (5) The peptide sequence is GSPEFDWI. The MHC is H-2-Db with pseudo-sequence H-2-Db. The binding affinity (normalized) is 0. (6) The peptide sequence is TLIQYRQQL. The MHC is HLA-A02:02 with pseudo-sequence HLA-A02:02. The binding affinity (normalized) is 0.551. (7) The peptide sequence is SPRPEMQEF. The MHC is HLA-A02:02 with pseudo-sequence HLA-A02:02. The binding affinity (normalized) is 0.